From a dataset of Experimentally validated miRNA-target interactions with 360,000+ pairs, plus equal number of negative samples. Binary Classification. Given a miRNA mature sequence and a target amino acid sequence, predict their likelihood of interaction. (1) The miRNA is mmu-miR-466e-5p with sequence GAUGUGUGUGUACAUGUACAUA. The protein sequence of the target gene is MKAMAAEEEVDSADAGGGSGWLTGWLPTWCPTSTSHLKEAEEKMLKCVPCTYKKEPVRISNGNRIWTLMFSHNISSKTPLVLLHGFGGGLGLWALNFEDLSTDRPVYAFDLLGFGRSSRPRFDSDAEEVENQFVESIEEWRCALRLDKMILLGHNLGGFLAAAYSLKYPSRVSHLILVEPWGFPERPDLADQERPIPVWIRALGAALTPFNPLAGLRIAGPFGLSLVQRLRPDFKRKYSSMFEDDTVTEYIYHCNVQTPSGETAFKNMTIPYGWAKRPMLQRIGGLHPDIPVSVIFGARS.... Result: 0 (no interaction). (2) The miRNA is hsa-miR-4320 with sequence GGGAUUCUGUAGCUUCCU. The protein sequence of the target gene is MPHSYPALSAEQKKELSDIALRIVTPGKGILAADESVGSMAKRLSQIGVENTEENRRLYRQVLFSADDRVKKCIGGVIFFHETLYQKDDNGVPFVRTIQDKGILVGIKVDKGVVPLAGTDGETTTQGLDGLLERCAQYKKDGADFAKWRCVLKISDRTPSALAILENANVLARYASICQQNGIVPIVEPEILPDGDHDLKRCQYVTEKVLAAVYKALSDHHVYLEGTLLKPNMVTPGHACPIKYSPEEIAMATVTALRRTVPPAVPGVTFLSGGQSEEEASLNLNAINRCPLPRPWALTF.... Result: 0 (no interaction). (3) The miRNA is hsa-miR-8055 with sequence CUUUGAGCACAUGAGCAGACGGA. The protein sequence of the target gene is MNYTESSPLRESTAIGFTPELESIIPVPSNKTTCENWREIHHLVFHVANICFAVGLVIPTTLHLHMIFLRGMLTLGCTLYIVWATLYRCALDIMIWNSVFLGVNILHLSYLLYKKRPVKIEKELSGMYRRLFEPLRVPPDLFRRLTGQFCMIQTLKKGQTYAAEDKTSVDDRLSILLKGKMKVSYRGHFLHNIYPCAFIDSPEFRSTQMHKGEKFQVTIIADDNCRFLCWSRERLTYFLESEPFLYEIFRYLIGKDITNKLYSLNDPTLNDKKAKKLEHQLSLCTQISMLEMRNSIASSS.... Result: 0 (no interaction). (4) The miRNA is hsa-miR-578 with sequence CUUCUUGUGCUCUAGGAUUGU. The protein sequence of the target gene is MTDAAVSFAKDFLAGGVAAAISKTAVAPIERVKLLLQVQHASKQITADKQYKGIIDCVVRIPKEQGVLSFWRGNLANVIRYFPTQALNFAFKDKYKQIFLGGVDKRTQFWLYFAGNLASGGAAGATSLCFVYPLDFARTRLAADVGKAGAEREFRGLGDCLVKIYKSDGIKGLYQGFNVSVQGIIIYRAAYFGIYDTAKGMLPDPKNTHIVISWMIAQTVTAVAGLTSYPFDTVRRRMMMQSGRKGTDIMYTGTLDCWRKIARDEGGKAFFKGAWSNVLRGMGGAFVLVLYDEIKKYT. Result: 0 (no interaction).